This data is from Forward reaction prediction with 1.9M reactions from USPTO patents (1976-2016). The task is: Predict the product of the given reaction. (1) The product is: [NH2:1][C@@H:2]([C@H:3]([OH:4])[CH3:5])[C:6]([O:8][CH3:13])=[O:7]. Given the reactants [NH2:1][C@H:2]([C:6]([OH:8])=[O:7])[C@@H:3]([CH3:5])[OH:4].O=S(Cl)Cl.[CH3:13]CN(CC)CC, predict the reaction product. (2) Given the reactants [CH:1]([O:4][C:5]([C@H:7]1[CH2:12][CH2:11][C@@H:10]([C:13]2[CH:18]=[CH:17][C:16]([N+:19]([O-])=O)=[CH:15][CH:14]=2)[CH2:9][CH2:8]1)=[O:6])([CH3:3])[CH3:2], predict the reaction product. The product is: [CH:1]([O:4][C:5]([C@H:7]1[CH2:8][CH2:9][C@@H:10]([C:13]2[CH:14]=[CH:15][C:16]([NH2:19])=[CH:17][CH:18]=2)[CH2:11][CH2:12]1)=[O:6])([CH3:3])[CH3:2]. (3) The product is: [F:1][C:2]([F:8])([F:7])[CH2:3][C:4]([NH:41][NH:40][C:42]([C@H:44]1[CH2:45][CH2:46][C@H:47]([C:50]([O:52][CH3:53])=[O:51])[CH2:48][CH2:49]1)=[O:43])=[O:5]. Given the reactants [F:1][C:2]([F:8])([F:7])[CH2:3][C:4](O)=[O:5].CCN=C=NCCCN(C)C.Cl.C1C=CC2N(O)N=NC=2C=1.O.C(N(CC)CC)C.Cl.[NH:40]([C:42]([C@H:44]1[CH2:49][CH2:48][C@H:47]([C:50]([O:52][CH3:53])=[O:51])[CH2:46][CH2:45]1)=[O:43])[NH2:41], predict the reaction product. (4) Given the reactants [CH2:1]([N:8]1[CH2:16][C@H:15]2[C@:10]([CH3:22])([CH2:11][CH2:12][C:13]3[C:20](Br)=[CH:19][CH:18]=[CH:17][C:14]=32)[CH2:9]1)[C:2]1[CH:7]=[CH:6][CH:5]=[CH:4][CH:3]=1.[CH:23](/B(O)O)=[CH:24]/[CH3:25], predict the reaction product. The product is: [CH2:1]([N:8]1[CH2:16][C@H:15]2[C@:10]([CH3:22])([CH2:11][CH2:12][C:13]3[C:20](/[CH:23]=[CH:24]\[CH3:25])=[CH:19][CH:18]=[CH:17][C:14]=32)[CH2:9]1)[C:2]1[CH:7]=[CH:6][CH:5]=[CH:4][CH:3]=1.